Task: Regression/Classification. Given a drug SMILES string, predict its absorption, distribution, metabolism, or excretion properties. Task type varies by dataset: regression for continuous measurements (e.g., permeability, clearance, half-life) or binary classification for categorical outcomes (e.g., BBB penetration, CYP inhibition). Dataset: cyp2c19_veith.. Dataset: CYP2C19 inhibition data for predicting drug metabolism from PubChem BioAssay (1) The drug is O=C(O)CCc1ccc(-c2ccccc2)[nH]1. The result is 0 (non-inhibitor). (2) The compound is Nc1ccc(N(S(=O)(=O)c2ccccc2)S(=O)(=O)c2ccccc2)c(Cl)c1. The result is 1 (inhibitor). (3) The compound is CCC(=O)N1C2C3N(C(=O)CC)C1C1N(C(=O)CC)C(C(N1C(=O)CC)N3C(=O)CC)N2C(=O)CC. The result is 0 (non-inhibitor). (4) The drug is CCSc1nnc(NC(=O)COc2ccc3ccccc3c2)s1. The result is 1 (inhibitor). (5) The compound is COc1ccc2cc(C)c3nnc(SCC(=O)Nc4nc(-c5ccccc5)cs4)n3c2c1. The result is 1 (inhibitor).